Dataset: Reaction yield outcomes from USPTO patents with 853,638 reactions. Task: Predict the reaction yield, written as a fraction of the theoretical maximum amount of product (1.0 means a 100% yield; for example, 0.34 means a 34% yield). (1) The reactants are C([N:8]1[C@H:13]([CH3:14])[CH2:12][CH:11]([N:15]([CH2:37][CH3:38])[C:16]2[C:17]([CH3:36])=[C:18]([CH:32]=[C:33]([F:35])[CH:34]=2)[C:19]([NH:21][CH2:22][C:23]2[C:24](=[O:31])[NH:25][C:26]([CH3:30])=[CH:27][C:28]=2[CH3:29])=[O:20])[CH2:10][C@H:9]1[CH3:39])C1C=CC=CC=1. The catalyst is CO.[Pd]. The product is [CH3:29][C:28]1[CH:27]=[C:26]([CH3:30])[NH:25][C:24](=[O:31])[C:23]=1[CH2:22][NH:21][C:19](=[O:20])[C:18]1[CH:32]=[C:33]([F:35])[CH:34]=[C:16]([N:15]([CH:11]2[CH2:10][C@@H:9]([CH3:39])[NH:8][C@H:13]([CH3:14])[CH2:12]2)[CH2:37][CH3:38])[C:17]=1[CH3:36]. The yield is 0.750. (2) The reactants are [CH3:1][O:2][C:3]1[CH:4]=[C:5]([C@@H:9]2[CH2:14][CH2:13][CH2:12][NH:11][CH2:10]2)[CH:6]=[CH:7][CH:8]=1.[F:15][C:16]([F:21])([F:20])[C@@H:17]1[CH2:19][O:18]1. The catalyst is C(#N)C. The product is [F:15][C:16]([F:21])([F:20])[C@@H:17]([OH:18])[CH2:19][N:11]1[CH2:12][CH2:13][CH2:14][C@@H:9]([C:5]2[CH:6]=[CH:7][CH:8]=[C:3]([O:2][CH3:1])[CH:4]=2)[CH2:10]1. The yield is 0.960. (3) The reactants are [C:1]([O:5][C:6]([N:8]1[CH2:15][CH:14]2[NH:16][CH:10]([CH2:11][O:12][CH2:13]2)[CH2:9]1)=[O:7])([CH3:4])([CH3:3])[CH3:2].[F:17][C:18]1[CH:25]=[CH:24][C:21]([CH2:22]Cl)=[CH:20][CH:19]=1.C([O-])(O)=O.[Na+]. The catalyst is CCO. The product is [C:1]([O:5][C:6]([N:8]1[CH2:9][CH:10]2[N:16]([CH2:22][C:21]3[CH:24]=[CH:25][C:18]([F:17])=[CH:19][CH:20]=3)[CH:14]([CH2:13][O:12][CH2:11]2)[CH2:15]1)=[O:7])([CH3:4])([CH3:2])[CH3:3]. The yield is 0.670.